Dataset: Reaction yield outcomes from USPTO patents with 853,638 reactions. Task: Predict the reaction yield, written as a fraction of the theoretical maximum amount of product (1.0 means a 100% yield; for example, 0.34 means a 34% yield). (1) The reactants are [NH2:1][C:2]1[CH:6]=[CH:5][S:4][C:3]=1[S:7]([NH2:10])(=[O:9])=[O:8].[Br:11][C:12]1[CH:13]=[C:14]([S:18](Cl)(=[O:20])=[O:19])[CH:15]=[CH:16][CH:17]=1. The catalyst is N1C=CC=CC=1. The product is [Br:11][C:12]1[CH:13]=[C:14]([S:18]([NH:1][C:2]2[CH:6]=[CH:5][S:4][C:3]=2[S:7]([NH2:10])(=[O:9])=[O:8])(=[O:20])=[O:19])[CH:15]=[CH:16][CH:17]=1. The yield is 0.660. (2) The yield is 0.660. The reactants are [Cl:1][C:2]1[CH:3]=[CH:4][C:5]([S:9][CH3:10])=[C:6]([NH2:8])[CH:7]=1.[Cl:11][C:12]1[CH:17]=[CH:16][C:15]([S:18](Cl)(=[O:20])=[O:19])=[C:14]([F:22])[CH:13]=1. No catalyst specified. The product is [Cl:11][C:12]1[CH:17]=[CH:16][C:15]([S:18]([NH:8][C:6]2[CH:7]=[C:2]([Cl:1])[CH:3]=[CH:4][C:5]=2[S:9][CH3:10])(=[O:19])=[O:20])=[C:14]([F:22])[CH:13]=1. (3) The reactants are Cl.[NH2:2][OH:3].[CH:4]1([C:9](=O)[CH2:10][C:11]#[N:12])[CH2:8][CH2:7][CH2:6][CH2:5]1.[OH-].[Na+]. The catalyst is O. The product is [CH:4]1([C:9]2[CH:10]=[C:11]([NH2:12])[O:3][N:2]=2)[CH2:8][CH2:7][CH2:6][CH2:5]1. The yield is 0.610.